This data is from Full USPTO retrosynthesis dataset with 1.9M reactions from patents (1976-2016). The task is: Predict the reactants needed to synthesize the given product. Given the product [CH2:1]([O:3][C:4](=[O:26])[CH2:5][N:6]1[C:14]2[C:9](=[CH:10][C:11]([SH:15])=[CH:12][CH:13]=2)[CH:8]=[CH:7]1)[CH3:2], predict the reactants needed to synthesize it. The reactants are: [CH2:1]([O:3][C:4](=[O:26])[CH2:5][N:6]1[C:14]2[C:9](=[CH:10][C:11]([S:15][Si](C(C)C)(C(C)C)C(C)C)=[CH:12][CH:13]=2)[CH:8]=[CH:7]1)[CH3:2].[F-].[Cs+].